From a dataset of Forward reaction prediction with 1.9M reactions from USPTO patents (1976-2016). Predict the product of the given reaction. (1) Given the reactants [F:1][C:2]1[CH:7]=[CH:6][C:5]([C:8]2[N:9]=[C:10]3[C:15]([CH3:16])=[N:14][CH:13]=[CH:12][N:11]3[C:17]=2[C:18]2[CH:23]=[CH:22][N:21]=[C:20](S(C)(=O)=O)[N:19]=2)=[CH:4][CH:3]=1.[NH2:28][CH2:29][C:30]([CH3:34])([CH3:33])[CH2:31][OH:32], predict the reaction product. The product is: [F:1][C:2]1[CH:7]=[CH:6][C:5]([C:8]2[N:9]=[C:10]3[C:15]([CH3:16])=[N:14][CH:13]=[CH:12][N:11]3[C:17]=2[C:18]2[CH:23]=[CH:22][N:21]=[C:20]([NH:28][CH2:29][C:30]([CH3:34])([CH3:33])[CH2:31][OH:32])[N:19]=2)=[CH:4][CH:3]=1. (2) The product is: [Br:17][CH2:10][C:9](=[O:11])[C:8]([C:3]1[CH:4]=[CH:5][CH:6]=[CH:7][C:2]=1[Cl:1])=[O:12]. Given the reactants [Cl:1][C:2]1[CH:7]=[CH:6][CH:5]=[CH:4][C:3]=1[C:8](=[O:12])[C:9](=[O:11])[CH3:10].C(O)(=O)C.[Br:17]Br, predict the reaction product. (3) Given the reactants [Cl:1][C:2]1[CH:7]=[CH:6][C:5]([C:8]2[N:12]([CH:13]([CH:17]3[CH2:21][CH2:20][CH2:19][CH2:18]3)[C:14](O)=[O:15])[C:11]3[CH:22]=[C:23]([F:27])[C:24]([F:26])=[CH:25][C:10]=3[N:9]=2)=[CH:4][CH:3]=1.[H-].[Al+3].[Li+].[H-].[H-].[H-], predict the reaction product. The product is: [Cl:1][C:2]1[CH:7]=[CH:6][C:5]([C:8]2[N:12]([CH:13]([CH:17]3[CH2:18][CH2:19][CH2:20][CH2:21]3)[CH2:14][OH:15])[C:11]3[CH:22]=[C:23]([F:27])[C:24]([F:26])=[CH:25][C:10]=3[N:9]=2)=[CH:4][CH:3]=1. (4) Given the reactants [CH2:1]1[O:11][C:10]2[CH:9]=[CH:8][C:5]([CH:6]=[O:7])=[CH:4][C:3]=2[O:2]1.Br[CH2:13][CH2:14][CH3:15], predict the reaction product. The product is: [CH2:1]1[O:11][C:10]2[CH:9]=[CH:8][C:5]([CH:6]([OH:7])[CH2:13][CH2:14][CH3:15])=[CH:4][C:3]=2[O:2]1. (5) Given the reactants [OH:1][CH2:2][CH2:3][CH2:4][CH2:5][O:6][C:7]1[N:16]=[C:15]2[C:10]([CH2:11][CH2:12][C:13](=[O:17])[NH:14]2)=[CH:9][CH:8]=1.C(N(CC)CC)C.[CH3:25][S:26](Cl)(=[O:28])=[O:27].O, predict the reaction product. The product is: [CH3:25][S:26]([O:1][CH2:2][CH2:3][CH2:4][CH2:5][O:6][C:7]1[CH:8]=[CH:9][C:10]2[CH2:11][CH2:12][C:13](=[O:17])[NH:14][C:15]=2[N:16]=1)(=[O:28])=[O:27]. (6) Given the reactants [CH3:1][O:2][C:3]1[C:7]([CH3:8])=[CH:6][N:5]([C:9]2[CH:14]=[CH:13][C:12]([N+:15]([O-:17])=[O:16])=[CH:11][CH:10]=2)[N:4]=1.[Br:18]N1C(=O)CCC1=O.N(C(C)(C)C#N)=NC(C)(C)C#N, predict the reaction product. The product is: [Br:18][CH2:8][C:7]1[C:3]([O:2][CH3:1])=[N:4][N:5]([C:9]2[CH:14]=[CH:13][C:12]([N+:15]([O-:17])=[O:16])=[CH:11][CH:10]=2)[CH:6]=1. (7) Given the reactants [CH3:1][O:2][C:3]1[CH:4]=[C:5]([CH2:9][C:10]([NH:12][C:13]2[CH:18]=[CH:17][CH:16]=[CH:15][CH:14]=2)=O)[CH:6]=[CH:7][CH:8]=1.[H-].[Al+3].[Li+].[H-].[H-].[H-], predict the reaction product. The product is: [CH3:1][O:2][C:3]1[CH:4]=[C:5]([CH2:9][CH2:10][NH:12][C:13]2[CH:18]=[CH:17][CH:16]=[CH:15][CH:14]=2)[CH:6]=[CH:7][CH:8]=1. (8) Given the reactants [C:1]1([S:7]([N:10]2[C:14]3=[N:15][CH:16]=[CH:17][C:18]([O:19][CH3:20])=[C:13]3[CH:12]=[CH:11]2)(=[O:9])=[O:8])[CH:6]=[CH:5][CH:4]=[CH:3][CH:2]=1.[Li]CCCC.[I:26]I.[O-]S([O-])(=S)=O.[Na+].[Na+], predict the reaction product. The product is: [C:1]1([S:7]([N:10]2[C:14]3[C:13](=[C:18]([O:19][CH3:20])[CH:17]=[CH:16][N:15]=3)[CH:12]=[C:11]2[I:26])(=[O:8])=[O:9])[CH:2]=[CH:3][CH:4]=[CH:5][CH:6]=1. (9) Given the reactants CC(C)([O-])C.[K+].CS(C)=O.[F:11][C:12]([F:18])([CH:15]([F:17])[F:16])[CH2:13][OH:14].[Br:19][C:20]1[CH:25]=[C:24](F)[CH:23]=[C:22]([F:27])[CH:21]=1, predict the reaction product. The product is: [Br:19][C:20]1[CH:25]=[C:24]([O:14][CH2:13][C:12]([F:18])([F:11])[CH:15]([F:17])[F:16])[CH:23]=[C:22]([F:27])[CH:21]=1.